From a dataset of Forward reaction prediction with 1.9M reactions from USPTO patents (1976-2016). Predict the product of the given reaction. (1) Given the reactants [CH3:1][C:2]1[CH:7]=[CH:6][C:5]([C@H:8]2[CH2:13][CH2:12][C@H:11]([C@H:14]3[CH2:19][CH2:18][C@H:17]([CH:20]4[O:23][C:22](=[O:24])[CH2:21]4)[CH2:16][CH2:15]3)[CH2:10][CH2:9]2)=[CH:4][CH:3]=1.[CH3:25][C:26]1[CH:31]=[CH:30][C:29]([C@H:32]2[CH2:37][CH2:36][C@H:35]([C@@H:38]3[CH2:43][CH2:42][C@H:41]([CH:44]4[O:47][C:46](=[O:48])[CH2:45]4)[CH2:40][CH2:39]3)[CH2:34][CH2:33]2)=[CH:28][CH:27]=1, predict the reaction product. The product is: [CH3:1][C:2]1[CH:3]=[CH:4][C:5]([C@H:8]2[CH2:13][CH2:12][C@H:11]([C@H:14]3[CH2:19][CH2:18][C@H:17]([CH:20]4[O:23][C:22](=[O:24])[CH2:21]4)[CH2:16][CH2:15]3)[CH2:10][CH2:9]2)=[CH:6][CH:7]=1.[CH3:25][C:26]1[CH:27]=[CH:28][C:29]([C@H:32]2[CH2:37][CH2:36][C@H:35]([C@@H:38]3[CH2:43][CH2:42][C@H:41]([CH:44]4[O:47][C:46](=[O:48])[CH2:45]4)[CH2:40][CH2:39]3)[CH2:34][CH2:33]2)=[CH:30][CH:31]=1. (2) Given the reactants [F:1][C:2]1[CH:7]=[CH:6][C:5]([OH:8])=[CH:4][CH:3]=1.F[C:10]1[CH:15]=[CH:14][C:13]([C:16](=[O:18])[CH3:17])=[CH:12][CH:11]=1.C1OCCOCCOCCOCCOCCOC1.C([O-])([O-])=O.[K+].[K+], predict the reaction product. The product is: [F:1][C:2]1[CH:7]=[CH:6][C:5]([O:8][C:10]2[CH:15]=[CH:14][C:13]([C:16](=[O:18])[CH3:17])=[CH:12][CH:11]=2)=[CH:4][CH:3]=1. (3) Given the reactants [CH3:1][C:2]1[N:7]=[C:6](OS(C(F)(F)F)(=O)=O)[CH:5]=[C:4]([C:16]2[CH:17]=[N:18][C:19]([C:22]([F:25])([F:24])[F:23])=[CH:20][CH:21]=2)[CH:3]=1.[C:26]([NH:30][S:31]([C:34]1[CH:39]=[CH:38][CH:37]=[C:36]([C:40]2[CH:45]=[CH:44][CH:43]=[C:42]([Sn](CCCC)(CCCC)CCCC)[N:41]=2)[CH:35]=1)(=[O:33])=[O:32])([CH3:29])([CH3:28])[CH3:27], predict the reaction product. The product is: [C:26]([NH:30][S:31]([C:34]1[CH:39]=[CH:38][CH:37]=[C:36]([C:40]2[N:41]=[C:42]([C:6]3[CH:5]=[C:4]([C:16]4[CH:17]=[N:18][C:19]([C:22]([F:23])([F:24])[F:25])=[CH:20][CH:21]=4)[CH:3]=[C:2]([CH3:1])[N:7]=3)[CH:43]=[CH:44][CH:45]=2)[CH:35]=1)(=[O:32])=[O:33])([CH3:29])([CH3:27])[CH3:28]. (4) The product is: [Cl:12][Si:2]([Cl:11])([CH2:3][CH:4]([CH2:9][CH3:10])[CH2:5][CH2:6][CH2:7][CH3:8])[CH2:13][CH2:14][CH2:15][CH2:16][CH2:17][CH2:18][CH2:19][CH3:20]. Given the reactants Cl[Si:2]([Cl:12])([Cl:11])[CH2:3][CH:4]([CH2:9][CH3:10])[CH2:5][CH2:6][CH2:7][CH3:8].[CH2:13]([Mg]Br)[CH2:14][CH2:15][CH2:16][CH2:17][CH2:18][CH2:19][CH3:20], predict the reaction product. (5) Given the reactants [H-].[H-].[H-].[H-].[Li+].[Al+3].[NH2:7][C@@H:8]1[CH2:13][CH2:12][CH2:11][CH2:10][C@H:9]1[C:14](O)=[O:15].O.[OH-].[Na+], predict the reaction product. The product is: [NH2:7][C@@H:8]1[CH2:13][CH2:12][CH2:11][CH2:10][C@H:9]1[CH2:14][OH:15]. (6) Given the reactants CI.C(=O)([O-])[O-].[K+].[K+].O1CCOC[CH2:10]1.[F:15][C:16]1[C:24]2[C:19](=[CH:20][CH:21]=[C:22]([N+:25]([O-:27])=[O:26])[CH:23]=2)[NH:18][N:17]=1, predict the reaction product. The product is: [F:15][C:16]1[C:24]2[C:19](=[CH:20][CH:21]=[C:22]([N+:25]([O-:27])=[O:26])[CH:23]=2)[N:18]([CH3:10])[N:17]=1.